From a dataset of Full USPTO retrosynthesis dataset with 1.9M reactions from patents (1976-2016). Predict the reactants needed to synthesize the given product. Given the product [CH3:26][O:25][C:23](=[O:24])[C:22]1[CH:27]=[C:18]([Br:17])[C:19]([O:5][CH2:4][CH2:3][N:2]([CH3:6])[CH3:1])=[N:20][CH:21]=1, predict the reactants needed to synthesize it. The reactants are: [CH3:1][N:2]([CH3:6])[CH2:3][CH2:4][OH:5].C[Si]([N-][Si](C)(C)C)(C)C.[Li+].[Br:17][C:18]1[C:19](F)=[N:20][CH:21]=[C:22]([CH:27]=1)[C:23]([O:25][CH3:26])=[O:24].[NH4+].[Cl-].